Dataset: Forward reaction prediction with 1.9M reactions from USPTO patents (1976-2016). Task: Predict the product of the given reaction. (1) Given the reactants [C:1]([O:5][C:6](=[O:15])[NH:7][CH2:8][CH:9]1[CH2:14][CH2:13][CH:12]=[CH:11][CH2:10]1)([CH3:4])([CH3:3])[CH3:2].ClC1C=C(C=CC=1)C(OO)=[O:21], predict the reaction product. The product is: [C:1]([O:5][C:6](=[O:15])[NH:7][CH2:8][CH:9]1[CH2:14][CH2:13][CH:12]2[CH:11]([O:21]2)[CH2:10]1)([CH3:4])([CH3:2])[CH3:3]. (2) The product is: [CH:4]([C:3]1[CH:6]=[CH:7][C:8]([C:10]([F:13])([F:12])[F:11])=[CH:9][C:2]=1[N:14]1[CH2:18][CH2:17][CH2:16][CH:15]1[C:19]([OH:21])=[O:20])=[O:5]. Given the reactants F[C:2]1[CH:9]=[C:8]([C:10]([F:13])([F:12])[F:11])[CH:7]=[CH:6][C:3]=1[CH:4]=[O:5].[NH:14]1[CH2:18][CH2:17][CH2:16][CH:15]1[C:19]([O:21]CC)=[O:20].C(=O)([O-])[O-].[K+].[K+], predict the reaction product. (3) Given the reactants [CH2:1]([S:3]([C:6]1[CH:14]=[CH:13][C:9]([C:10]([OH:12])=O)=[CH:8][CH:7]=1)(=[O:5])=[O:4])[CH3:2].C1N=CN(C(N2C=NC=C2)=O)C=1.CS(O)(=O)=O.[NH2:32][CH2:33][C:34]1[CH:35]=[C:36]2[C:40](=[CH:41][CH:42]=1)[C:39](=[O:43])[N:38]([CH:44]1[CH2:49][CH2:48][C:47](=[O:50])[NH:46][C:45]1=[O:51])[C:37]2=[O:52].CCOC(C)=O, predict the reaction product. The product is: [O:51]=[C:45]1[CH:44]([N:38]2[C:37](=[O:52])[C:36]3[C:40](=[CH:41][CH:42]=[C:34]([CH2:33][NH:32][C:10](=[O:12])[C:9]4[CH:8]=[CH:7][C:6]([S:3]([CH2:1][CH3:2])(=[O:4])=[O:5])=[CH:14][CH:13]=4)[CH:35]=3)[C:39]2=[O:43])[CH2:49][CH2:48][C:47](=[O:50])[NH:46]1. (4) The product is: [Cl:29][C:26]1[CH:27]=[CH:28][C:22]2[S:21][C:20]([CH2:19][N:4]3[C:5](=[O:16])[C:6]4[N:7]([CH2:12][C:13]#[C:14][CH3:15])[C:8]([Br:11])=[N:9][C:10]=4[N:2]([CH3:1])[C:3]3=[O:17])=[N:24][C:23]=2[CH:25]=1. Given the reactants [CH3:1][N:2]1[C:10]2[N:9]=[C:8]([Br:11])[N:7]([CH2:12][C:13]#[C:14][CH3:15])[C:6]=2[C:5](=[O:16])[NH:4][C:3]1=[O:17].Br[CH2:19][C:20]1[S:21][C:22]2[CH:28]=[CH:27][C:26]([Cl:29])=[CH:25][C:23]=2[N:24]=1.C(=O)([O-])[O-].[K+].[K+].O, predict the reaction product. (5) Given the reactants Br[C:2]1[CH:3]=[C:4]([OH:24])[CH:5]=[C:6]2[C:10]=1[CH2:9][C:8]([C:11]1[CH:16]=[CH:15][C:14]([OH:17])=[CH:13][CH:12]=1)=[C:7]2[C:18]1[CH:23]=[CH:22][CH:21]=[CH:20][CH:19]=1.[CH2:25]([Sn](CCCC)(CCCC)C=C)[CH2:26]CC.C1(C)C=CC=CC=1P(C1C=CC=CC=1C)C1C=CC=CC=1C, predict the reaction product. The product is: [OH:17][C:14]1[CH:13]=[CH:12][C:11]([C:8]2[CH2:9][C:10]3[C:6]([C:7]=2[C:18]2[CH:19]=[CH:20][CH:21]=[CH:22][CH:23]=2)=[CH:5][C:4]([OH:24])=[CH:3][C:2]=3[CH:25]=[CH2:26])=[CH:16][CH:15]=1.